Dataset: Full USPTO retrosynthesis dataset with 1.9M reactions from patents (1976-2016). Task: Predict the reactants needed to synthesize the given product. (1) The reactants are: [CH3:1][O:2][C:3]1[CH:28]=[N:27][C:6]2[N:7]=[C:8]([N:14]3[CH2:17][CH:16]([N:18](C)[C:19](=O)OC(C)(C)C)[CH2:15]3)[C:9]3[N:10]([CH:11]=[N:12][N:13]=3)[C:5]=2[CH:4]=1.C(O)(C(F)(F)F)=O. Given the product [CH3:1][O:2][C:3]1[CH:28]=[N:27][C:6]2[N:7]=[C:8]([N:14]3[CH2:15][CH:16]([NH:18][CH3:19])[CH2:17]3)[C:9]3[N:10]([CH:11]=[N:12][N:13]=3)[C:5]=2[CH:4]=1, predict the reactants needed to synthesize it. (2) Given the product [NH2:66][C@H:21]([CH2:20][CH2:19][CH2:18][NH:17][C:15]([O:14][CH2:13][C:12]1[CH:74]=[CH:75][CH:76]=[CH:77][C:11]=1[N:8]=[N+:9]=[N-:10])=[O:16])[C:22]([O:24][C@H:25]1[C@@H:29]([OH:30])[C@H:28]([N:31]2[CH:39]=[N:38][C:37]3[C:32]2=[N:33][CH:34]=[N:35][C:36]=3[NH2:40])[O:27][C@H:26]1[CH2:41][O:42][P:43]([O:46][C@H:47]1[CH2:51][C@H:50]([N:52]2[CH:57]=[CH:56][C:55]([NH2:58])=[N:54][C:53]2=[O:59])[O:49][C@@H:48]1[CH2:60][O:61][P:62]([OH:65])([OH:64])=[O:63])([OH:45])=[O:44])=[O:23], predict the reactants needed to synthesize it. The reactants are: FC(F)(F)C(O)=O.[N:8]([C:11]1[CH:77]=[CH:76][CH:75]=[CH:74][C:12]=1[CH2:13][O:14][C:15]([NH:17][CH2:18][CH2:19][CH2:20][C@@H:21]([NH:66]C(OC(C)(C)C)=O)[C:22]([O:24][C@H:25]1[C@@H:29]([OH:30])[C@H:28]([N:31]2[CH:39]=[N:38][C:37]3[C:32]2=[N:33][CH:34]=[N:35][C:36]=3[NH2:40])[O:27][C@H:26]1[CH2:41][O:42][P:43]([O:46][C@H:47]1[CH2:51][C@H:50]([N:52]2[CH:57]=[CH:56][C:55]([NH2:58])=[N:54][C:53]2=[O:59])[O:49][C@@H:48]1[CH2:60][O:61][P:62]([OH:65])([OH:64])=[O:63])([OH:45])=[O:44])=[O:23])=[O:16])=[N+:9]=[N-:10]. (3) The reactants are: Cl[C:2]1[CH:3]=[CH:4][C:5]2[N:6]([C:8]([C:11]3[CH:16]=[CH:15][CH:14]=[C:13]([O:17][C:18]([F:21])([F:20])[F:19])[CH:12]=3)=[CH:9][N:10]=2)[N:7]=1.Cl.[NH2:23][C@H:24]1[CH2:29][CH2:28][C@H:27]([OH:30])[CH2:26][CH2:25]1.C([O-])(O)=O.[Na+]. Given the product [F:19][C:18]([F:21])([F:20])[O:17][C:13]1[CH:12]=[C:11]([C:8]2[N:6]3[N:7]=[C:2]([NH:23][CH:24]4[CH2:29][CH2:28][CH:27]([OH:30])[CH2:26][CH2:25]4)[CH:3]=[CH:4][C:5]3=[N:10][CH:9]=2)[CH:16]=[CH:15][CH:14]=1, predict the reactants needed to synthesize it. (4) The reactants are: [C:9](O[C:9]([O:11][C:12]([CH3:15])([CH3:14])[CH3:13])=[O:10])([O:11][C:12]([CH3:15])([CH3:14])[CH3:13])=[O:10].C1(C[O:23][C:24]2[CH:25]=[C:26]3[C:30](=[CH:31][CH:32]=2)[NH:29][C:28]([C:33]([O:35][CH2:36][CH3:37])=[O:34])=[CH:27]3)C=CC=CC=1.C(N(CC)CC)C.[F:45][C:46]([F:59])([F:58])[S:47](O[S:47]([C:46]([F:59])([F:58])[F:45])(=[O:49])=[O:48])(=[O:49])=[O:48]. Given the product [F:45][C:46]([F:59])([F:58])[S:47]([O:23][C:24]1[CH:25]=[C:26]2[C:30](=[CH:31][CH:32]=1)[N:29]([C:9]([O:11][C:12]([CH3:13])([CH3:14])[CH3:15])=[O:10])[C:28]([C:33]([O:35][CH2:36][CH3:37])=[O:34])=[CH:27]2)(=[O:49])=[O:48], predict the reactants needed to synthesize it. (5) Given the product [Cl:8][C:6]1[C:5]([N+:9]([O-:11])=[O:10])=[CH:4][C:3]([OH:12])=[C:2]([NH:1][C:13](=[O:17])[C:14]([NH:1][C:2]2[CH:7]=[C:6]([Cl:8])[C:5]([N+:9]([O-:10])=[O:19])=[CH:4][C:3]=2[OH:12])=[O:15])[CH:7]=1, predict the reactants needed to synthesize it. The reactants are: [NH2:1][C:2]1[CH:7]=[C:6]([Cl:8])[C:5]([N+:9]([O-:11])=[O:10])=[CH:4][C:3]=1[OH:12].[C:13](Cl)(=[O:17])[C:14](Cl)=[O:15].[OH2:19]. (6) The reactants are: [CH:1]1([C:7]2[CH:20]=[CH:19][C:10]([O:11][CH2:12][CH:13]3[O:17][C:16]([NH2:18])=[N:15][CH2:14]3)=[CH:9][CH:8]=2)[CH2:6][CH2:5][CH2:4][CH2:3][CH2:2]1.[C:21](OCC)(=[O:25])[C:22]#[C:23][CH3:24]. Given the product [CH:1]1([C:7]2[CH:20]=[CH:19][C:10]([O:11][CH2:12][CH:13]3[O:17][C:16]4=[N:18][C:21](=[O:25])[CH:22]=[C:23]([CH3:24])[N:15]4[CH2:14]3)=[CH:9][CH:8]=2)[CH2:2][CH2:3][CH2:4][CH2:5][CH2:6]1, predict the reactants needed to synthesize it. (7) Given the product [CH2:1]([O:8][C:9]1[CH:19]=[CH:18][C:12]([O:13][CH:14]2[CH2:17][N:16]([C:21]3[CH:26]=[CH:25][C:24]([C@@H:27]([NH:29][C:30](=[O:32])[CH3:31])[CH3:28])=[CH:23][CH:22]=3)[CH2:15]2)=[CH:11][CH:10]=1)[C:2]1[CH:3]=[CH:4][CH:5]=[CH:6][CH:7]=1, predict the reactants needed to synthesize it. The reactants are: [CH2:1]([O:8][C:9]1[CH:19]=[CH:18][C:12]([O:13][CH:14]2[CH2:17][NH:16][CH2:15]2)=[CH:11][CH:10]=1)[C:2]1[CH:7]=[CH:6][CH:5]=[CH:4][CH:3]=1.Br[C:21]1[CH:26]=[CH:25][C:24]([C@@H:27]([NH:29][C:30](=[O:32])[CH3:31])[CH3:28])=[CH:23][CH:22]=1. (8) Given the product [CH3:39][O:40][C:27](=[O:28])[O:25][CH:24]([C:21]1[CH:20]=[CH:19][C:18]([CH2:16][CH3:17])=[CH:23][CH:22]=1)[CH2:26][N:11]1[CH2:12][CH2:13][CH:8]([C:6](=[O:7])[C:5]2[CH:4]=[CH:3][C:2]([F:1])=[CH:15][CH:14]=2)[CH2:9][CH2:10]1, predict the reactants needed to synthesize it. The reactants are: [F:1][C:2]1[CH:15]=[CH:14][C:5]([C:6]([CH:8]2[CH2:13][CH2:12][NH:11][CH2:10][CH2:9]2)=[O:7])=[CH:4][CH:3]=1.[CH2:16]([C:18]1[CH:23]=[CH:22][C:21]([CH:24]2[CH2:26][O:25]2)=[CH:20][CH:19]=1)[CH3:17].[C:27](N1C=CN=C1)(N1C=CN=C1)=[O:28].[CH3:39][OH:40].